Dataset: Peptide-MHC class I binding affinity with 185,985 pairs from IEDB/IMGT. Task: Regression. Given a peptide amino acid sequence and an MHC pseudo amino acid sequence, predict their binding affinity value. This is MHC class I binding data. The peptide sequence is KLPRMFLPK. The MHC is HLA-A11:01 with pseudo-sequence HLA-A11:01. The binding affinity (normalized) is 0.820.